This data is from Full USPTO retrosynthesis dataset with 1.9M reactions from patents (1976-2016). The task is: Predict the reactants needed to synthesize the given product. (1) The reactants are: CC1(C)C(C)(C)OB([C:9]2[CH:10]=[C:11]3[C:16](=[CH:17][CH:18]=2)[N:15]=[CH:14][N:13]=[C:12]3[NH2:19])O1.Br[C:22]1[CH:27]=[CH:26][N:25]=[C:24]([NH:28][CH2:29][CH2:30][N:31]2[CH2:35][CH2:34][CH2:33][CH2:32]2)[CH:23]=1.[O-]P([O-])([O-])=O.[K+].[K+].[K+]. Given the product [N:31]1([CH2:30][CH2:29][NH:28][C:24]2[CH:23]=[C:22]([C:9]3[CH:10]=[C:11]4[C:16](=[CH:17][CH:18]=3)[N:15]=[CH:14][N:13]=[C:12]4[NH2:19])[CH:27]=[CH:26][N:25]=2)[CH2:35][CH2:34][CH2:33][CH2:32]1, predict the reactants needed to synthesize it. (2) Given the product [C:1]([C:5]1[CH:9]=[C:8]([C:10]([N:28]2[CH2:27][CH2:26][N:25]([CH2:24][C:23]([C:20]3[CH:21]=[CH:22][C:17]([F:16])=[CH:18][CH:19]=3)=[O:31])[CH2:30][CH2:29]2)=[O:12])[N:7]([CH3:13])[N:6]=1)([CH3:2])([CH3:3])[CH3:4], predict the reactants needed to synthesize it. The reactants are: [C:1]([C:5]1[CH:9]=[C:8]([C:10]([OH:12])=O)[N:7]([CH3:13])[N:6]=1)([CH3:4])([CH3:3])[CH3:2].Cl.Cl.[F:16][C:17]1[CH:22]=[CH:21][C:20]([C:23](=[O:31])[CH2:24][N:25]2[CH2:30][CH2:29][NH:28][CH2:27][CH2:26]2)=[CH:19][CH:18]=1. (3) Given the product [Cl:27][CH:9]([S:10]([C:13]1[CH2:17][C:16]([CH3:18])([CH3:19])[O:15][N:14]=1)(=[O:11])=[O:12])[C:8]1[C:4]([CH:1]2[CH2:3][CH2:2]2)=[N:5][O:6][C:7]=1[CH3:20], predict the reactants needed to synthesize it. The reactants are: [CH:1]1([C:4]2[C:8]([CH2:9][S:10]([C:13]3[CH2:17][C:16]([CH3:19])([CH3:18])[O:15][N:14]=3)(=[O:12])=[O:11])=[C:7]([CH3:20])[O:6][N:5]=2)[CH2:3][CH2:2]1.CC(C)([O-])C.[K+].[Cl:27]C(Cl)(Cl)C(Cl)(Cl)Cl. (4) Given the product [CH2:1]([C@H:8]1[N:13]([C:14]([C:16]2[N:17]=[CH:18][N:19]([C@H:27]3[CH2:31][CH2:30][N:29]([C:41](=[O:42])[C:40]([OH:39])([CH3:45])[CH3:44])[CH2:28]3)[C:20]=2[C:21]2[CH:26]=[CH:25][CH:24]=[CH:23][CH:22]=2)=[O:15])[CH2:12][CH2:11][N:10]([C:32]([O:34][C:35]([CH3:38])([CH3:37])[CH3:36])=[O:33])[CH2:9]1)[C:2]1[CH:7]=[CH:6][CH:5]=[CH:4][CH:3]=1, predict the reactants needed to synthesize it. The reactants are: [CH2:1]([C@H:8]1[N:13]([C:14]([C:16]2[N:17]=[CH:18][N:19]([C@H:27]3[CH2:31][CH2:30][NH:29][CH2:28]3)[C:20]=2[C:21]2[CH:26]=[CH:25][CH:24]=[CH:23][CH:22]=2)=[O:15])[CH2:12][CH2:11][N:10]([C:32]([O:34][C:35]([CH3:38])([CH3:37])[CH3:36])=[O:33])[CH2:9]1)[C:2]1[CH:7]=[CH:6][CH:5]=[CH:4][CH:3]=1.[OH:39][C:40]([CH3:45])([CH3:44])[C:41](O)=[O:42].CCN=C=NCCCN(C)C.Cl.C1C=CC2N(O)N=NC=2C=1. (5) Given the product [CH3:1][O:2][C:3](=[O:33])[C:4]1[CH:9]=[CH:8][C:7]([O:10][CH2:11][C:12]2[C:13]([C:25]3[CH:30]=[CH:29][C:28]([F:31])=[C:27]([F:32])[CH:26]=3)=[N:14][O:15][C:16]=2[CH:17]=[O:35])=[N:6][CH:5]=1, predict the reactants needed to synthesize it. The reactants are: [CH3:1][O:2][C:3](=[O:33])[C:4]1[CH:9]=[CH:8][C:7]([O:10][CH2:11][C:12]2[C:13]([C:25]3[CH:30]=[CH:29][C:28]([F:31])=[C:27]([F:32])[CH:26]=3)=[N:14][O:15][C:16]=2/[CH:17]=C/C2C=CC=CC=2)=[N:6][CH:5]=1.I([O-])(=O)(=O)=[O:35].[Na+].C(OCC)(=O)C.CCCCCCC. (6) Given the product [Cl:18][C:7]1[CH:8]=[CH:9][N:10]=[C:11]2[C:6]=1[CH:5]=[CH:4][C:3]([C:2]([F:15])([F:14])[F:1])=[N:12]2, predict the reactants needed to synthesize it. The reactants are: [F:1][C:2]([F:15])([F:14])[C:3]1[N:12]=[C:11]2[C:6]([C:7](O)=[CH:8][CH:9]=[N:10]2)=[CH:5][CH:4]=1.P(Cl)(Cl)([Cl:18])=O. (7) Given the product [F:1][C@:2]1([CH3:18])[C@H:6]([OH:7])[C@@H:5]([CH2:8][I:43])[O:4][C@H:3]1[N:10]1[CH:15]=[CH:14][C:13](=[O:16])[NH:12][C:11]1=[O:17], predict the reactants needed to synthesize it. The reactants are: [F:1][C@:2]1([CH3:18])[C@H:6]([OH:7])[C@@H:5]([CH2:8]O)[O:4][C@H:3]1[N:10]1[CH:15]=[CH:14][C:13](=[O:16])[NH:12][C:11]1=[O:17].C1C=CC(P(C2C=CC=CC=2)C2C=CC=CC=2)=CC=1.N1C=CN=C1.[I:43]I. (8) Given the product [CH2:5]([N:14]([C:15]1[CH:16]=[CH:17][C:18]([C:21]2[CH:26]=[CH:25][C:24]([NH:27][C:28]([C:30]3[CH:35]=[C:34]([N+:36]([O-:38])=[O:37])[CH:33]=[CH:32][C:31]=3[Cl:39])=[O:29])=[CH:23][CH:22]=2)=[CH:19][CH:20]=1)[CH2:8][CH2:9][CH2:10][CH2:11][CH2:12][CH3:13])[CH3:6], predict the reactants needed to synthesize it. The reactants are: C([BH3-])#N.[Na+].[CH:5](=O)[CH3:6].[CH2:8]([NH:14][C:15]1[CH:20]=[CH:19][C:18]([C:21]2[CH:26]=[CH:25][C:24]([NH:27][C:28]([C:30]3[CH:35]=[C:34]([N+:36]([O-:38])=[O:37])[CH:33]=[CH:32][C:31]=3[Cl:39])=[O:29])=[CH:23][CH:22]=2)=[CH:17][CH:16]=1)[CH2:9][CH2:10][CH2:11][CH2:12][CH3:13].C(=O)(O)[O-].[Na+]. (9) Given the product [CH:1]1([C@H:4]([C:9]2[CH:14]=[CH:13][CH:12]=[C:11]([O:15][CH2:16][C:17]3[CH:22]=[CH:21][C:20]([C:23]4[CH:28]=[C:27]([O:29][CH3:30])[CH:26]=[CH:25][C:24]=4[F:31])=[C:19]([C@@H:32]([O:45][CH3:44])[C:33]([CH3:34])([CH3:35])[CH3:36])[CH:18]=3)[C:10]=2[F:38])[CH2:5][C:6]([OH:8])=[O:7])[CH2:2][CH2:3]1, predict the reactants needed to synthesize it. The reactants are: [CH:1]1([C@@H:4]([C:9]2[CH:14]=[CH:13][CH:12]=[C:11]([O:15][CH2:16][C:17]3[CH:22]=[CH:21][C:20]([C:23]4[CH:28]=[C:27]([O:29][CH3:30])[CH:26]=[CH:25][C:24]=4[F:31])=[C:19]([C@H:32](F)[C:33]([CH3:36])([CH3:35])[CH3:34])[CH:18]=3)[C:10]=2[F:38])[CH2:5][C:6]([OH:8])=[O:7])[CH2:3][CH2:2]1.C1([C@@H](C2C=CC=C(OCC3C=CC(C4C=C(OC)C=CC=4F)=C([C@@H](F)C(C)(C)C)C=3)C=2F)C[C:44](O)=[O:45])CC1.C1([C@H](C2C=CC=C(OCC3C=CC(C4C=C(OC)C=CC=4F)=C([C@H](F)C(C)(C)C)C=3)C=2F)CC(O)=O)CC1.C1([C@H](C2C=CC=C(OCC3C=CC(C4C=C(OC)C=CC=4F)=C([C@@H](F)C(C)(C)C)C=3)C=2F)CC(O)=O)CC1.